Dataset: Catalyst prediction with 721,799 reactions and 888 catalyst types from USPTO. Task: Predict which catalyst facilitates the given reaction. Reactant: [CH2:1]([Mg]Cl)[CH2:2][CH3:3].[C:6]1([C:12]2([C:28]#N)[CH2:17][CH2:16][N:15]([S:18]([C:21]3[CH:26]=[CH:25][C:24]([CH3:27])=[CH:23][CH:22]=3)(=[O:20])=[O:19])[CH2:14][CH2:13]2)[CH:11]=[CH:10][CH:9]=[CH:8][CH:7]=1.[O:30]1CCCC1. Product: [C:6]1([C:12]2([C:28](=[O:30])[CH2:1][CH2:2][CH3:3])[CH2:17][CH2:16][N:15]([S:18]([C:21]3[CH:26]=[CH:25][C:24]([CH3:27])=[CH:23][CH:22]=3)(=[O:20])=[O:19])[CH2:14][CH2:13]2)[CH:11]=[CH:10][CH:9]=[CH:8][CH:7]=1. The catalyst class is: 11.